Dataset: HIV replication inhibition screening data with 41,000+ compounds from the AIDS Antiviral Screen. Task: Binary Classification. Given a drug SMILES string, predict its activity (active/inactive) in a high-throughput screening assay against a specified biological target. (1) The compound is CCCCC=CCCCCCCCCCC1=C(O)C(=O)C=C(OC)C1=O. The result is 0 (inactive). (2) The compound is Cc1cccc(C)c1NC(=O)C(=O)Cc1nc2ccccc2s1. The result is 0 (inactive). (3) The compound is CC1(C)OCC(C(C=O)OCc2ccccc2)O1. The result is 0 (inactive). (4) The drug is O=C(CC(c1ccccc1)C(Sc1ccccc1)(Sc1ccccc1)Sc1ccccc1)c1ccccc1. The result is 0 (inactive). (5) The compound is O=C(CCC(=O)C(C(=O)c1ccccc1)c1ccccc1)Nc1cccc(C(F)(F)F)c1. The result is 0 (inactive). (6) The result is 0 (inactive). The compound is O=C(O)C1CC(C2CCCCN2)CN2CCCCC12. (7) The compound is CC1=CC(=O)OC2(C1)CC1CCC2CN1C.O=[N+]([O-])c1cc([N+](=O)[O-])c(O)c([N+](=O)[O-])c1. The result is 0 (inactive). (8) The drug is CC1(C)OC(CCC=CCO)C(CCC=CCO)O1. The result is 0 (inactive).